This data is from Reaction yield outcomes from USPTO patents with 853,638 reactions. The task is: Predict the reaction yield, written as a fraction of the theoretical maximum amount of product (1.0 means a 100% yield; for example, 0.34 means a 34% yield). (1) The reactants are [CH2:1]([O:3][C:4]([C:6]1[NH:7][CH:8]=[CH:9][CH:10]=1)=[O:5])[CH3:2].[Cl-].[Al+3].[Cl-].[Cl-].[Cl:15][C:16]1[CH:21]=[CH:20][C:19]([CH2:22][C:23](Cl)=[O:24])=[CH:18][CH:17]=1.C(O)C(N)(CO)CO. The catalyst is ClC(Cl)C. The product is [CH2:1]([O:3][C:4]([C:6]1[NH:7][CH:8]=[C:9]([C:23](=[O:24])[CH2:22][C:19]2[CH:20]=[CH:21][C:16]([Cl:15])=[CH:17][CH:18]=2)[CH:10]=1)=[O:5])[CH3:2]. The yield is 0.484. (2) The reactants are Br[C:2]1[CH:3]=[N:4][C:5]([NH:8][C:9]2[C:14]([N+:15]([O-:17])=[O:16])=[CH:13][CH:12]=[CH:11][C:10]=2[CH3:18])=[N:6][CH:7]=1.[C:19]([C:21]1[CH:26]=[C:25]([O:27][CH3:28])[CH:24]=[C:23]([O:29][CH3:30])[CH:22]=1)#[CH:20].C1(P(C2C=CC=CC=2)C2C=CC=CC=2)C=CC=CC=1.C(NCC)C. The catalyst is CN(C)C=O.Cl[Pd](Cl)([P](C1C=CC=CC=1)(C1C=CC=CC=1)C1C=CC=CC=1)[P](C1C=CC=CC=1)(C1C=CC=CC=1)C1C=CC=CC=1.[Cu]I. The product is [CH3:30][O:29][C:23]1[CH:22]=[C:21]([C:19]#[C:20][C:2]2[CH:3]=[N:4][C:5]([NH:8][C:9]3[C:14]([N+:15]([O-:17])=[O:16])=[CH:13][CH:12]=[CH:11][C:10]=3[CH3:18])=[N:6][CH:7]=2)[CH:26]=[C:25]([O:27][CH3:28])[CH:24]=1. The yield is 0.390.